Dataset: Forward reaction prediction with 1.9M reactions from USPTO patents (1976-2016). Task: Predict the product of the given reaction. (1) Given the reactants [CH3:1][C:2]1[CH:56]=[CH:55][C:5]([CH2:6][N:7]2[C:15]3[C:10](=[CH:11][CH:12]=[C:13]([C@@H:16]4[O:45][C@H:44]([CH2:46][O:47]CC5C=CC=CC=5)[C@@H:35]([O:36]CC5C=CC=CC=5)[C@H:26]([O:27]CC5C=CC=CC=5)[C@H:17]4[O:18]CC4C=CC=CC=4)[CH:14]=3)[CH:9]=[CH:8]2)=[CH:4][CH:3]=1, predict the reaction product. The product is: [CH3:1][C:2]1[CH:3]=[CH:4][C:5]([CH2:6][N:7]2[C:15]3[C:10](=[CH:11][CH:12]=[C:13]([C@@H:16]4[O:45][C@H:44]([CH2:46][OH:47])[C@@H:35]([OH:36])[C@H:26]([OH:27])[C@H:17]4[OH:18])[CH:14]=3)[CH:9]=[CH:8]2)=[CH:55][CH:56]=1. (2) The product is: [ClH:24].[NH:8]([C:5]1[CH:4]=[C:3]([C:1]#[N:2])[S:7][CH:6]=1)[NH2:9]. Given the reactants [C:1]([C:3]1[S:7][CH:6]=[C:5]([N:8](C(OC(C)(C)C)=O)[NH:9]C(OC(C)(C)C)=O)[CH:4]=1)#[N:2].[ClH:24].O1CCOCC1, predict the reaction product. (3) Given the reactants [Br:1][C:2]1[CH:10]=[CH:9][C:5]([C:6]([OH:8])=O)=[CH:4][N:3]=1.[CH2:11]([C:13]1[CH:14]=[C:15]([CH3:25])[C:16]([N:19]2[CH2:24][CH2:23][NH:22][CH2:21][CH2:20]2)=[N:17][CH:18]=1)[CH3:12], predict the reaction product. The product is: [Br:1][C:2]1[N:3]=[CH:4][C:5]([C:6]([N:22]2[CH2:23][CH2:24][N:19]([C:16]3[C:15]([CH3:25])=[CH:14][C:13]([CH2:11][CH3:12])=[CH:18][N:17]=3)[CH2:20][CH2:21]2)=[O:8])=[CH:9][CH:10]=1. (4) The product is: [N:41]([CH:13]([C:14]1[N:15]=[CH:10][C:11]([F:28])=[CH:17][N:16]=1)[CH3:26])=[N+:42]=[N-:43]. Given the reactants C1(C2NN=C(N[C:10]3[N:15]=[C:14]([NH:16][C@H:17](C4C=CC(F)=CC=4)C)[C:13]([CH2:26]O)=C[C:11]=3[F:28])C=2)CC1.C(N(CC)CC)C.CS(Cl)(=O)=O.[N-:41]=[N+:42]=[N-:43].[Na+], predict the reaction product. (5) Given the reactants CO[C:3]([C:5]1[CH:6]=[CH:7][C:8]2[N:9]([CH:20]=[N:21][CH:22]=2)[C:10]=1[NH:11][C:12]1[CH:17]=[CH:16][C:15]([I:18])=[CH:14][C:13]=1[F:19])=[O:4].[CH:23]([O:25][CH2:26][CH2:27][O:28][NH2:29])=[CH2:24].C[Si]([N-][Si](C)(C)C)(C)C.[Li+], predict the reaction product. The product is: [CH:23]([O:25][CH2:26][CH2:27][O:28][NH:29][C:3]([C:5]1[CH:6]=[CH:7][C:8]2[N:9]([CH:20]=[N:21][CH:22]=2)[C:10]=1[NH:11][C:12]1[CH:17]=[CH:16][C:15]([I:18])=[CH:14][C:13]=1[F:19])=[O:4])=[CH2:24].